The task is: Predict the reactants needed to synthesize the given product.. This data is from Full USPTO retrosynthesis dataset with 1.9M reactions from patents (1976-2016). (1) The reactants are: [Cl:1][C:2]1[CH:3]=[C:4]([CH:16]=[CH:17][CH:18]=1)[C:5]([NH:7][C:8]1[C:9](Cl)=[N:10][CH:11]=[C:12]([Cl:14])[CH:13]=1)=[O:6].[NH:19]1[CH2:24][CH2:23][CH:22]([CH2:25][CH2:26][CH2:27][OH:28])[CH2:21][CH2:20]1. Given the product [Cl:1][C:2]1[CH:3]=[C:4]([CH:16]=[CH:17][CH:18]=1)[C:5]([NH:7][C:8]1[C:9]([N:19]2[CH2:24][CH2:23][CH:22]([CH2:25][CH2:26][CH2:27][OH:28])[CH2:21][CH2:20]2)=[N:10][CH:11]=[C:12]([Cl:14])[CH:13]=1)=[O:6], predict the reactants needed to synthesize it. (2) The reactants are: C(=O)([O-])[O-].[K+].[K+].[CH2:7](Br)[C:8]1[CH:13]=[CH:12][CH:11]=[CH:10][CH:9]=1.CN(C)C=O.[C:20]([NH:28][C:29]1[CH:38]=[C:37]([OH:39])[CH:36]=[CH:35][C:30]=1[C:31]([O:33][CH3:34])=[O:32])(=[O:27])[C:21]1[CH:26]=[CH:25][CH:24]=[CH:23][CH:22]=1. Given the product [C:20]([NH:28][C:29]1[CH:38]=[C:37]([O:39][CH2:7][C:8]2[CH:13]=[CH:12][CH:11]=[CH:10][CH:9]=2)[CH:36]=[CH:35][C:30]=1[C:31]([O:33][CH3:34])=[O:32])(=[O:27])[C:21]1[CH:22]=[CH:23][CH:24]=[CH:25][CH:26]=1, predict the reactants needed to synthesize it. (3) The reactants are: [OH:1][C:2]1[CH:11]=[CH:10][C:5]2[C:6](=[O:9])[CH2:7][O:8][C:4]=2[C:3]=1[CH2:12][N:13]1[CH2:18][CH2:17][N:16]([C:19]([O:21][C:22]([CH3:25])([CH3:24])[CH3:23])=[O:20])[CH2:15][CH2:14]1.CO.[C:28]1(P(C2C=CC=CC=2)C2C=CC=CC=2)C=CC=CC=1.N(C(OCC)=O)=NC(OCC)=O.C1(C)C=CC=CC=1. Given the product [CH3:28][O:1][C:2]1[CH:11]=[CH:10][C:5]2[C:6](=[O:9])[CH2:7][O:8][C:4]=2[C:3]=1[CH2:12][N:13]1[CH2:14][CH2:15][N:16]([C:19]([O:21][C:22]([CH3:25])([CH3:24])[CH3:23])=[O:20])[CH2:17][CH2:18]1, predict the reactants needed to synthesize it. (4) Given the product [NH2:19][C:20]1[C:28]([F:29])=[CH:27][C:23]([C:24]([N:47]2[CH2:46][CH2:45][N:44]([CH2:43][C:39]3[CH:38]=[C:37]([CH:42]=[CH:41][CH:40]=3)[C:36]([NH:35][C:31]([CH3:33])([CH3:34])[CH3:32])=[O:50])[CH2:49][CH2:48]2)=[O:26])=[C:22]([F:30])[CH:21]=1, predict the reactants needed to synthesize it. The reactants are: CCCP1(OP(CCC)(=O)OP(CCC)(=O)O1)=O.[NH2:19][C:20]1[C:28]([F:29])=[CH:27][C:23]([C:24]([OH:26])=O)=[C:22]([F:30])[CH:21]=1.[C:31]([NH:35][C:36](=[O:50])[C:37]1[CH:42]=[CH:41][CH:40]=[C:39]([CH2:43][N:44]2[CH2:49][CH2:48][NH:47][CH2:46][CH2:45]2)[CH:38]=1)([CH3:34])([CH3:33])[CH3:32].C(N(CC)CC)C. (5) Given the product [C:1]([O:5][C:6](=[O:23])[C@H:7]([N:11]([CH2:36][C:35]1[CH:38]=[CH:39][C:40]([CH3:41])=[C:33]([N+:30]([O-:32])=[O:31])[CH:34]=1)[S:12]([C:15]1[CH:20]=[CH:19][C:18]([O:21][CH3:22])=[CH:17][CH:16]=1)(=[O:14])=[O:13])[CH:8]([CH3:10])[CH3:9])([CH3:2])([CH3:3])[CH3:4], predict the reactants needed to synthesize it. The reactants are: [C:1]([O:5][C:6](=[O:23])[C@H:7]([NH:11][S:12]([C:15]1[CH:20]=[CH:19][C:18]([O:21][CH3:22])=[CH:17][CH:16]=1)(=[O:14])=[O:13])[CH:8]([CH3:10])[CH3:9])([CH3:4])([CH3:3])[CH3:2].C(=O)([O-])[O-].[K+].[K+].[N+:30]([C:33]1[CH:34]=[C:35]([CH:38]=[CH:39][C:40]=1[CH3:41])[CH2:36]Cl)([O-:32])=[O:31]. (6) Given the product [CH3:17][O:16][C:15](=[O:28])[C@:10]([NH2:11])([CH3:23])[CH2:9][CH2:8][C:3]1[CH:4]=[CH:5][CH:6]=[CH:7][C:2]=1[Cl:1], predict the reactants needed to synthesize it. The reactants are: [Cl:1][C:2]1[CH:7]=[CH:6][CH:5]=[CH:4][C:3]=1[CH2:8][CH2:9][C@@:10]1([CH3:23])[C:15]([O:16][CH3:17])=N[C@H](C(C)C)C(OC)=[N:11]1.O.FC(F)(F)C(O)=[O:28].[Cl-].[NH4+]. (7) Given the product [CH3:1][C:2]1[N:3]([CH:13]([CH2:19][CH:20]=[CH2:21])[C:14]([OH:16])=[O:15])[C:4]([CH:11]=[CH2:12])=[C:5]([C:7]([F:8])([F:9])[F:10])[N:6]=1, predict the reactants needed to synthesize it. The reactants are: [CH3:1][C:2]1[N:3]([CH:13]([CH2:19][CH:20]=[CH2:21])[C:14]([O:16]CC)=[O:15])[C:4]([CH:11]=[CH2:12])=[C:5]([C:7]([F:10])([F:9])[F:8])[N:6]=1.[OH-].[Na+].Cl. (8) The reactants are: [OH:1][C:2]1[C:9](O)=[CH:8][CH:7]=[CH:6][C:3]=1[CH:4]=[O:5].[C:11](=[O:14])([O-])[O-].[K+].[K+].[CH2:17](Br)[C:18]1[CH:23]=[CH:22][CH:21]=[CH:20][CH:19]=1. Given the product [CH2:17]([O:1][C:2]1[C:9]([O:14][CH2:11][C:2]2[CH:9]=[CH:8][CH:7]=[CH:6][CH:3]=2)=[CH:8][CH:7]=[CH:6][C:3]=1[CH:4]=[O:5])[C:18]1[CH:23]=[CH:22][CH:21]=[CH:20][CH:19]=1, predict the reactants needed to synthesize it. (9) Given the product [CH:9]1([OH:8])[CH:10]([OH:19])[CH:11]([OH:18])[CH:12]([OH:17])[CH:13]([OH:16])[CH:14]1[OH:15], predict the reactants needed to synthesize it. The reactants are: C[C@H]1O[C@H]([O:8][CH:9]2[C@@H:14]([OH:15])[C@@H:13]([OH:16])[CH:12]([OH:17])[C@H:11]([OH:18])[C@H:10]2[OH:19])[C@@H](N)C[C@@H]1N=C(N)C(O)=O.Cl.FC(F)(F)C(O)=O.[Mn]([O-])(=O)(=O)=O.[K+].C[C@H]1O[C@H](O[C@@H]2[C@@H](O)[C@@H](O)[C@H](O)[C@H](O)[C@H]2O)[C@@H](N)C[C@@H]1NC(C(O)=O)=N. (10) Given the product [SH:7][CH2:4][CH2:5][O:28][CH2:29][CH2:30][O:31][CH2:32][CH2:33][OH:34], predict the reactants needed to synthesize it. The reactants are: C1(C)C=[CH:5][C:4]([S:7]([O-])(=O)=O)=CC=1.SCCOCCOCC[N+](C)(C)C.ClCC[O:28][CH2:29][CH2:30][O:31][CH2:32][CH2:33][OH:34].NC(N)=S.[OH-].[Na+].Cl.